Dataset: Reaction yield outcomes from USPTO patents with 853,638 reactions. Task: Predict the reaction yield, written as a fraction of the theoretical maximum amount of product (1.0 means a 100% yield; for example, 0.34 means a 34% yield). (1) The product is [CH3:15][O:14][CH2:13][CH2:12][CH2:11][S:8]([C:5]1[CH:6]=[CH:7][C:2]([C:27]2[CH:26]=[CH:25][C:24]([CH2:23][CH2:22][N:18]3[CH2:19][CH2:20][CH2:21][C@H:17]3[CH3:16])=[CH:29][CH:28]=2)=[CH:3][CH:4]=1)(=[O:10])=[O:9]. The yield is 0.530. No catalyst specified. The reactants are Br[C:2]1[CH:7]=[CH:6][C:5]([S:8]([CH2:11][CH2:12][CH2:13][O:14][CH3:15])(=[O:10])=[O:9])=[CH:4][CH:3]=1.[CH3:16][C@@H:17]1[CH2:21][CH2:20][CH2:19][N:18]1[CH2:22][CH2:23][C:24]1[CH:29]=[CH:28][C:27](B(O)O)=[CH:26][CH:25]=1. (2) The reactants are Br[CH2:2][C:3]([C@H:5]1[C@@H:9]2[C@@H:10]3[C@@:23]([CH3:26])([CH2:24][CH2:25][C@@:8]2([C:44]([O:46][Si](C(C)(C)C)(C)C)=[O:45])[CH2:7][CH2:6]1)[C@@:22]1([CH3:27])[C@@H:13]([C@:14]2([CH3:43])[C@@H:19]([CH2:20][CH2:21]1)[C:18]([CH3:29])([CH3:28])[C:17]([C:30]1[CH:35]=[CH:34][C:33]([C:36]([O:38][C:39]([CH3:42])([CH3:41])[CH3:40])=[O:37])=[CH:32][CH:31]=1)=[CH:16][CH2:15]2)[CH2:12][CH2:11]3)=[CH2:4].[CH3:54][NH2:55]. The catalyst is ClCCCl. The product is [C:39]([O:38][C:36]([C:33]1[CH:32]=[CH:31][C:30]([C:17]2[C:18]([CH3:29])([CH3:28])[C@H:19]3[C@:14]([CH3:43])([CH2:15][CH:16]=2)[C@@H:13]2[C@:22]([CH3:27])([C@@:23]4([CH3:26])[C@H:10]([CH2:11][CH2:12]2)[C@H:9]2[C@H:5]([C:3]([CH2:2][NH:55][CH3:54])=[CH2:4])[CH2:6][CH2:7][C@:8]2([C:44]([OH:46])=[O:45])[CH2:25][CH2:24]4)[CH2:21][CH2:20]3)=[CH:35][CH:34]=1)=[O:37])([CH3:42])([CH3:41])[CH3:40]. The yield is 0.850. (3) The reactants are Br[CH2:2][CH2:3][C:4]1[CH:9]=[CH:8][C:7]([N+:10]([O-:12])=[O:11])=[CH:6][CH:5]=1.Cl.[CH3:14][NH:15][CH3:16].C([O-])([O-])=O.[K+].[K+]. The catalyst is CO. The product is [CH3:14][N:15]([CH3:16])[CH2:2][CH2:3][C:4]1[CH:9]=[CH:8][C:7]([N+:10]([O-:12])=[O:11])=[CH:6][CH:5]=1. The yield is 0.710. (4) The reactants are [CH2:1]([P:3]([O-:9])[O:4][CH2:5][CH2:6][CH2:7][CH3:8])[CH3:2].[H-].[Na+].B(F)(F)F.[CH3:16][CH2:17][O:18]CC.C1OC1.[Cl-].[NH4+]. The catalyst is C1(C)C=CC=CC=1. The product is [CH2:1]([P:3]([CH2:16][CH2:17][OH:18])(=[O:9])[O:4][CH2:5][CH2:6][CH2:7][CH3:8])[CH3:2]. The yield is 0.780. (5) The reactants are [C:1]12([C:11](O)=[O:12])[CH2:10][CH:5]3[CH2:6][CH:7]([CH2:9][CH:3]([CH2:4]3)[CH2:2]1)[CH2:8]2.Br.[C:15]([O:19][C:20](=[O:30])[CH2:21][N:22]1[C:26]([CH3:27])=[C:25]([CH3:28])[S:24][C:23]1=[NH:29])([CH3:18])([CH3:17])[CH3:16]. No catalyst specified. The product is [C:15]([O:19][C:20](=[O:30])[CH2:21][N:22]1[C:26]([CH3:27])=[C:25]([CH3:28])[S:24][C:23]1=[N:29][C:11]([C:1]12[CH2:10][CH:5]3[CH2:4][CH:3]([CH2:9][CH:7]([CH2:6]3)[CH2:8]1)[CH2:2]2)=[O:12])([CH3:18])([CH3:16])[CH3:17]. The yield is 0.630.